From a dataset of Full USPTO retrosynthesis dataset with 1.9M reactions from patents (1976-2016). Predict the reactants needed to synthesize the given product. (1) Given the product [F:35][C:36]1[C:41]([F:42])=[CH:40][CH:39]=[CH:38][C:37]=1[C:43]1[N:51]=[C:46]2[CH:47]=[N:48][N:49]([CH2:15][C:12]3[N:11]=[CH:10][C:9]([C:6]4[CH:7]=[CH:8][C:3]([O:2][CH3:1])=[CH:4][C:5]=4[C:17]([F:20])([F:19])[F:18])=[CH:14][N:13]=3)[CH:50]=[C:45]2[N:44]=1, predict the reactants needed to synthesize it. The reactants are: [CH3:1][O:2][C:3]1[CH:8]=[CH:7][C:6]([C:9]2[CH:10]=[N:11][C:12]([CH2:15]O)=[N:13][CH:14]=2)=[C:5]([C:17]([F:20])([F:19])[F:18])[CH:4]=1.S(Cl)(C)(=O)=O.CCN(C(C)C)C(C)C.[F:35][C:36]1[C:41]([F:42])=[CH:40][CH:39]=[CH:38][C:37]=1[C:43]1[N:51]=[C:46]2[CH:47]=[N:48][NH:49][CH:50]=[C:45]2[N:44]=1. (2) Given the product [Cl:19][C:17]1[CH:18]=[C:13]2[C:12]([CH2:20][C:21]3[CH:26]=[N:25][C:24]([NH:37][CH:31]4[CH2:36][CH2:35][CH2:34][CH2:33][CH2:32]4)=[N:23][CH:22]=3)=[CH:11][NH:10][C:14]2=[N:15][CH:16]=1, predict the reactants needed to synthesize it. The reactants are: C1(S([N:10]2[C:14]3=[N:15][CH:16]=[C:17]([Cl:19])[CH:18]=[C:13]3[C:12]([CH2:20][C:21]3[CH:22]=[N:23][C:24](S(C)(=O)=O)=[N:25][CH:26]=3)=[CH:11]2)(=O)=O)C=CC=CC=1.[CH:31]1([NH2:37])[CH2:36][CH2:35][CH2:34][CH2:33][CH2:32]1.[OH-].[K+].O. (3) Given the product [CH3:33][C:32]1[O:31][C:30]([C:34]2[CH:35]=[CH:36][CH:37]=[CH:38][CH:39]=2)=[N:29][C:28]=1[CH2:27][O:26][C:25]1[CH:24]=[CH:23][C:22]([CH2:21][O:1][C:2]2[CH:6]=[C:5]([CH2:7][CH2:8][C:9]([O:11][CH2:12][CH3:13])=[O:10])[N:4]([C:14]3[CH:15]=[CH:16][CH:17]=[CH:18][CH:19]=3)[N:3]=2)=[CH:41][CH:40]=1, predict the reactants needed to synthesize it. The reactants are: [OH:1][C:2]1[CH:6]=[C:5]([CH2:7][CH2:8][C:9]([O:11][CH2:12][CH3:13])=[O:10])[N:4]([C:14]2[CH:19]=[CH:18][CH:17]=[CH:16][CH:15]=2)[N:3]=1.Cl[CH2:21][C:22]1[CH:41]=[CH:40][C:25]([O:26][CH2:27][C:28]2[N:29]=[C:30]([C:34]3[CH:39]=[CH:38][CH:37]=[CH:36][CH:35]=3)[O:31][C:32]=2[CH3:33])=[CH:24][CH:23]=1.C(=O)([O-])[O-].[K+].[K+].CN(C)C=O. (4) The reactants are: [CH:1]1([C@H:4]2[C:8](=[O:9])[CH2:7][CH:6]([CH:10]3[CH2:12][CH2:11]3)[N:5]2C(OC(C)(C)C)=O)[CH2:3][CH2:2]1.Cl.CCN(CC)CC.[F:28][C:29]([F:41])([F:40])[C:30]1[CH:35]=[CH:34][C:33]([S:36](Cl)(=[O:38])=[O:37])=[CH:32][CH:31]=1. Given the product [CH:1]1([C@H:4]2[C:8](=[O:9])[CH2:7][CH:6]([CH:10]3[CH2:11][CH2:12]3)[N:5]2[S:36]([C:33]2[CH:32]=[CH:31][C:30]([C:29]([F:28])([F:40])[F:41])=[CH:35][CH:34]=2)(=[O:38])=[O:37])[CH2:2][CH2:3]1, predict the reactants needed to synthesize it. (5) Given the product [Cl:10][C:11]1[CH:16]=[CH:15][C:14]([N:1]2[C:9]3[C:4](=[CH:5][CH:6]=[CH:7][CH:8]=3)[CH:3]=[CH:2]2)=[CH:13][CH:12]=1, predict the reactants needed to synthesize it. The reactants are: [NH:1]1[C:9]2[C:4](=[CH:5][CH:6]=[CH:7][CH:8]=2)[CH:3]=[CH:2]1.[Cl:10][C:11]1[CH:16]=[CH:15][C:14](I)=[CH:13][CH:12]=1. (6) Given the product [F:1][C:2]1[CH:3]=[N:4][N:5]([CH:8]([CH3:11])[C:9]#[N:10])[CH:6]=1, predict the reactants needed to synthesize it. The reactants are: [F:1][C:2]1[CH:3]=[N:4][NH:5][CH:6]=1.Cl[CH:8]([CH3:11])[C:9]#[N:10].C(=O)([O-])[O-].[Cs+].[Cs+].C(#N)C.